From a dataset of Reaction yield outcomes from USPTO patents with 853,638 reactions. Predict the reaction yield, written as a fraction of the theoretical maximum amount of product (1.0 means a 100% yield; for example, 0.34 means a 34% yield). (1) The reactants are Cl.[NH2:2][C@H:3]1[CH2:6][C@H:5]([N:7]2[C:11]3=[N:12][CH:13]=[C:14]([F:16])[CH:15]=[C:10]3[C:9]([F:18])([F:17])[C:8]2=[O:19])[CH2:4]1.Cl[C:21]1[S:22][C:23]2[CH:29]=[CH:28][CH:27]=[CH:26][C:24]=2[N:25]=1.C(N(CC)C(C)C)(C)C. The catalyst is CS(C)=O.O. The product is [S:22]1[C:23]2[CH:29]=[CH:28][CH:27]=[CH:26][C:24]=2[N:25]=[C:21]1[NH:2][C@H:3]1[CH2:6][C@H:5]([N:7]2[C:11]3=[N:12][CH:13]=[C:14]([F:16])[CH:15]=[C:10]3[C:9]([F:18])([F:17])[C:8]2=[O:19])[CH2:4]1. The yield is 0.229. (2) The reactants are [Cl:1][C:2]1[N:3]=[C:4](Cl)[C:5]2[CH2:10][CH2:9][CH:8]([C:11]3[CH:16]=[CH:15][C:14]([O:17][C:18]([F:21])([F:20])[F:19])=[CH:13][CH:12]=3)[C:6]=2[N:7]=1.[CH3:23][NH:24][CH3:25]. The catalyst is CO. The product is [Cl:1][C:2]1[N:3]=[C:4]([N:24]([CH3:25])[CH3:23])[C:5]2[CH2:10][CH2:9][CH:8]([C:11]3[CH:16]=[CH:15][C:14]([O:17][C:18]([F:21])([F:20])[F:19])=[CH:13][CH:12]=3)[C:6]=2[N:7]=1. The yield is 0.980.